This data is from TCR-epitope binding with 47,182 pairs between 192 epitopes and 23,139 TCRs. The task is: Binary Classification. Given a T-cell receptor sequence (or CDR3 region) and an epitope sequence, predict whether binding occurs between them. (1) The epitope is RQLLFVVEV. The TCR CDR3 sequence is CASSLLTYTEAFF. Result: 0 (the TCR does not bind to the epitope). (2) The epitope is WICLLQFAY. The TCR CDR3 sequence is CSARAGSEQYF. Result: 0 (the TCR does not bind to the epitope). (3) The epitope is GLCTLVAML. The TCR CDR3 sequence is CASSQVGLGRGSQYF. Result: 1 (the TCR binds to the epitope).